Task: Predict which catalyst facilitates the given reaction.. Dataset: Catalyst prediction with 721,799 reactions and 888 catalyst types from USPTO (1) Reactant: [Br:1][C:2]1[CH:3]=[C:4]([N:9]2[CH2:14][CH2:13][CH2:12][NH:11][S:10]2(=[O:16])=[O:15])[C:5]([CH3:8])=[N:6][CH:7]=1.[CH3:17]I.[OH-].[Na+].Cl. Product: [Br:1][C:2]1[CH:3]=[C:4]([N:9]2[CH2:14][CH2:13][CH2:12][N:11]([CH3:17])[S:10]2(=[O:15])=[O:16])[C:5]([CH3:8])=[N:6][CH:7]=1. The catalyst class is: 14. (2) Reactant: [C:1]([O:5][C:6]([C:8]1[C:16]2[CH2:15][C@@H:14]([CH2:17][N:18]3C(=O)C4C(=CC=CC=4)C3=O)[N:13]([C@H:29]([C:31]3[CH:36]=[CH:35][CH:34]=[CH:33][CH:32]=3)[CH3:30])[CH2:12][C:11]=2[S:10][C:9]=1[NH2:37])=[O:7])([CH3:4])([CH3:3])[CH3:2].O.NN. Product: [C:1]([O:5][C:6]([C:8]1[C:16]2[CH2:15][C@@H:14]([CH2:17][NH2:18])[N:13]([C@H:29]([C:31]3[CH:36]=[CH:35][CH:34]=[CH:33][CH:32]=3)[CH3:30])[CH2:12][C:11]=2[S:10][C:9]=1[NH2:37])=[O:7])([CH3:2])([CH3:3])[CH3:4]. The catalyst class is: 8.